Dataset: Forward reaction prediction with 1.9M reactions from USPTO patents (1976-2016). Task: Predict the product of the given reaction. (1) Given the reactants [CH2:1]([NH:8][CH2:9][C@H:10]([OH:19])[CH2:11][O:12][C:13]1[CH:18]=[CH:17][CH:16]=[CH:15][CH:14]=1)[C:2]1[CH:7]=[CH:6][CH:5]=[CH:4][CH:3]=1.[CH2:20]([O:22][C:23](=[O:29])[CH2:24][CH2:25][CH2:26][CH2:27]Br)[CH3:21].C(=O)([O-])[O-].[K+].[K+], predict the reaction product. The product is: [CH2:20]([O:22][C:23](=[O:29])[CH2:24][CH2:25][CH2:26][CH2:27][N:8]([CH2:9][C@H:10]([OH:19])[CH2:11][O:12][C:13]1[CH:18]=[CH:17][CH:16]=[CH:15][CH:14]=1)[CH2:1][C:2]1[CH:3]=[CH:4][CH:5]=[CH:6][CH:7]=1)[CH3:21]. (2) Given the reactants [Br:1][C:2]1[C:10]2[C:9](Cl)=[N:8][CH:7]=[N:6][C:5]=2[S:4][C:3]=1[I:12].[OH:13][C@@H:14]([CH2:20][C:21]1[CH:26]=[CH:25][CH:24]=[CH:23][C:22]=1[O:27][CH2:28][CH2:29][N:30]1[CH2:35][CH2:34][N:33]([CH3:36])[CH2:32][CH2:31]1)[C:15]([O:17][CH2:18][CH3:19])=[O:16].C([O-])([O-])=O.[Cs+].[Cs+], predict the reaction product. The product is: [Br:1][C:2]1[C:10]2[C:9]([O:13][C@@H:14]([CH2:20][C:21]3[CH:26]=[CH:25][CH:24]=[CH:23][C:22]=3[O:27][CH2:28][CH2:29][N:30]3[CH2:31][CH2:32][N:33]([CH3:36])[CH2:34][CH2:35]3)[C:15]([O:17][CH2:18][CH3:19])=[O:16])=[N:8][CH:7]=[N:6][C:5]=2[S:4][C:3]=1[I:12]. (3) Given the reactants C([O:3][C:4]1[N:9]=[N:8][C:7]([C:10]2[N:19]=[C:18]3[C:13]([C:14]([NH:20][C:21]4[CH:26]=[CH:25][C:24]([C:27]([F:30])([F:29])[F:28])=[CH:23][N:22]=4)=[CH:15][CH:16]=[N:17]3)=[CH:12][CH:11]=2)=[C:6]([C:31]([F:34])([F:33])[F:32])[CH:5]=1)C.[BrH:35].CC(O)=O, predict the reaction product. The product is: [F:34][C:31]([F:32])([F:33])[C:6]1[CH:5]=[C:4]([OH:3])[N:9]=[N:8][C:7]=1[C:10]1[CH:11]=[CH:12][C:13]2[C:18](=[N:17][CH:16]=[CH:15][C:14]=2[NH:20][C:21]2[CH:26]=[CH:25][C:24]([C:27]([F:29])([F:30])[F:28])=[CH:23][N:22]=2)[N:19]=1.[BrH:35]. (4) The product is: [CH2:30]([O:29][C:27](=[O:28])[CH2:26][C:23]1[CH:22]=[CH:21][C:20]([NH:19][C:2]2[CH:7]=[C:6]([C:8]3[CH:13]=[C:12]([Cl:14])[CH:11]=[CH:10][C:9]=3[O:15][CH2:16][CH3:17])[N:5]=[C:4]([NH2:18])[N:3]=2)=[CH:25][CH:24]=1)[CH3:31]. Given the reactants Cl[C:2]1[CH:7]=[C:6]([C:8]2[CH:13]=[C:12]([Cl:14])[CH:11]=[CH:10][C:9]=2[O:15][CH2:16][CH3:17])[N:5]=[C:4]([NH2:18])[N:3]=1.[NH2:19][C:20]1[CH:25]=[CH:24][C:23]([CH2:26][C:27]([O:29][CH2:30][CH3:31])=[O:28])=[CH:22][CH:21]=1, predict the reaction product. (5) The product is: [F:29][C:14]1[CH:15]=[C:16]([C:19]2[CH:24]=[CH:23][CH:22]=[CH:21][C:20]=2[S:25]([CH3:28])(=[O:27])=[O:26])[CH:17]=[CH:18][C:13]=1[NH:12][C:11]([C:8]1([NH:7][C:6]([NH:53][C:50]2[CH:51]=[CH:52][C:47]([Cl:46])=[CH:48][CH:49]=2)=[O:5])[CH2:10][CH2:9]1)=[O:30]. Given the reactants C([O:5][C:6](=O)[NH:7][C:8]1([C:11](=[O:30])[NH:12][C:13]2[CH:18]=[CH:17][C:16]([C:19]3[CH:24]=[CH:23][CH:22]=[CH:21][C:20]=3[S:25]([CH3:28])(=[O:27])=[O:26])=[CH:15][C:14]=2[F:29])[CH2:10][CH2:9]1)(C)(C)C.C(O)(C(F)(F)F)=O.C(N(CC)CC)C.[Cl:46][C:47]1[CH:52]=[CH:51][C:50]([N:53]=C=O)=[CH:49][CH:48]=1, predict the reaction product. (6) The product is: [NH2:1][C@@H:4]1[CH2:13][C:12]2[C:7](=[CH:8][CH:9]=[CH:10][CH:11]=2)[CH2:6][C@H:5]1[O:14][CH2:15][C:16]([O:18][C:19]([CH3:22])([CH3:21])[CH3:20])=[O:17]. Given the reactants [N:1]([C@@H:4]1[CH2:13][C:12]2[C:7](=[CH:8][CH:9]=[CH:10][CH:11]=2)[CH2:6][C@H:5]1[O:14][CH2:15][C:16]([O:18][C:19]([CH3:22])([CH3:21])[CH3:20])=[O:17])=[N+]=[N-], predict the reaction product. (7) Given the reactants Br[C:2]1[CH:3]=[C:4]2[C:8](=[CH:9][CH:10]=1)[NH:7][N:6]=[CH:5]2.[I-:11].[Na+].CN[C@@H]1CCCC[C@H]1NC, predict the reaction product. The product is: [I:11][C:2]1[CH:3]=[C:4]2[C:8](=[CH:9][CH:10]=1)[NH:7][N:6]=[CH:5]2. (8) The product is: [CH3:12][C:10]1[NH:11][C:7]2[CH:6]=[C:5]([C:3]([OH:4])([CH2:20][CH3:21])[CH2:15][CH3:19])[CH:14]=[CH:13][C:8]=2[N:9]=1. Given the reactants CO[C:3]([C:5]1[CH:14]=[CH:13][C:8]2[N:9]=[C:10]([CH3:12])[NH:11][C:7]=2[CH:6]=1)=[O:4].[CH2:15]1[CH2:19]OCC1.[CH2:20]([Mg]Br)[CH3:21], predict the reaction product. (9) Given the reactants [Cl:1][C:2]1[CH:11]=[CH:10][C:9]([F:12])=[CH:8][C:3]=1[C:4](OC)=[O:5].[BH4-].[Na+].CO.O, predict the reaction product. The product is: [Cl:1][C:2]1[CH:11]=[CH:10][C:9]([F:12])=[CH:8][C:3]=1[CH2:4][OH:5]. (10) The product is: [NH2:46][C:43]1[N:44]=[CH:45][C:40]([C:19]2[N:20]=[C:21]([N:24]3[CH2:29][CH2:28][O:27][CH2:26][CH2:25]3)[C:22]3[S:23][C:15]([CH2:14][N:11]4[CH2:12][CH2:13][N:8]([C:6]([N:5]([CH2:4][CH2:3][O:2][CH3:1])[CH3:31])=[O:7])[CH2:9][CH2:10]4)=[CH:16][C:17]=3[N:18]=2)=[CH:41][N:42]=1. Given the reactants [CH3:1][O:2][CH2:3][CH2:4][N:5]([CH3:31])[C:6]([N:8]1[CH2:13][CH2:12][N:11]([CH2:14][C:15]2[S:23][C:22]3[C:21]([N:24]4[CH2:29][CH2:28][O:27][CH2:26][CH2:25]4)=[N:20][C:19](Cl)=[N:18][C:17]=3[CH:16]=2)[CH2:10][CH2:9]1)=[O:7].CC1(C)C(C)(C)OB([C:40]2[CH:41]=[N:42][C:43]([NH2:46])=[N:44][CH:45]=2)O1, predict the reaction product.